This data is from Retrosynthesis with 50K atom-mapped reactions and 10 reaction types from USPTO. The task is: Predict the reactants needed to synthesize the given product. (1) The reactants are: CC(C)(C)OC(=O)Oc1cccc(C=O)c1.CC(C)(C)[O-]. Given the product C=Cc1cccc(OC(=O)OC(C)(C)C)c1, predict the reactants needed to synthesize it. (2) Given the product CCC(C)(C)c1ccc(N)c(N)c1, predict the reactants needed to synthesize it. The reactants are: CCC(C)(C)c1ccc(N)c([N+](=O)[O-])c1.